Dataset: Forward reaction prediction with 1.9M reactions from USPTO patents (1976-2016). Task: Predict the product of the given reaction. (1) Given the reactants [C:1]([NH:4][C:5]1[S:6][C:7]([C:11]2[CH:12]=[C:13]([S:17](Cl)(=[O:19])=[O:18])[S:14][C:15]=2[Br:16])=[C:8]([CH3:10])[N:9]=1)(=[O:3])[CH3:2].[CH2:21]([NH2:24])[CH:22]=[CH2:23].CCN(C(C)C)C(C)C, predict the reaction product. The product is: [CH2:21]([NH:24][S:17]([C:13]1[S:14][C:15]([Br:16])=[C:11]([C:7]2[S:6][C:5]([NH:4][C:1](=[O:3])[CH3:2])=[N:9][C:8]=2[CH3:10])[CH:12]=1)(=[O:19])=[O:18])[CH:22]=[CH2:23]. (2) Given the reactants [NH2:1][C:2]1[C:3]2[N:4]([C:8]([C@@H:26]3[CH2:31][CH2:30][CH2:29][N:28](C(OCC4C=CC=CC=4)=O)[CH2:27]3)=[N:9][C:10]=2[C:11]2[CH:16]=[CH:15][C:14]([C:17](=[O:25])[NH:18][C:19]3[CH:24]=[CH:23][CH:22]=[CH:21][N:20]=3)=[CH:13][CH:12]=2)[CH:5]=[CH:6][N:7]=1.Br.C(O)(=O)C, predict the reaction product. The product is: [NH2:1][C:2]1[C:3]2[N:4]([C:8]([C@@H:26]3[CH2:31][CH2:30][CH2:29][NH:28][CH2:27]3)=[N:9][C:10]=2[C:11]2[CH:16]=[CH:15][C:14]([C:17]([NH:18][C:19]3[CH:24]=[CH:23][CH:22]=[CH:21][N:20]=3)=[O:25])=[CH:13][CH:12]=2)[CH:5]=[CH:6][N:7]=1. (3) Given the reactants [Cl:1][C:2]1[N:3]=[N:4][C:5](I)=[CH:6][CH:7]=1.[CH2:9]([N:13]1[CH:17]=[N:16][CH:15]=[N:14]1)[CH2:10][C:11]#[CH:12].C(N(CC)CC)C.Cl, predict the reaction product. The product is: [Cl:1][C:2]1[N:3]=[N:4][C:5]([C:12]#[C:11][CH2:10][CH2:9][N:13]2[CH:17]=[N:16][CH:15]=[N:14]2)=[CH:6][CH:7]=1. (4) Given the reactants [F:1][C:2]1[CH:7]=[CH:6][C:5]([C:8]2[CH:13]=[CH:12][CH:11]=[CH:10][C:9]=2[CH2:14][N:15]2[CH:20]=[CH:19][CH:18]=[C:17]([C:21]([O:23]C)=[O:22])[C:16]2=[O:25])=[CH:4][CH:3]=1.[OH-].[Na+], predict the reaction product. The product is: [F:1][C:2]1[CH:3]=[CH:4][C:5]([C:8]2[CH:13]=[CH:12][CH:11]=[CH:10][C:9]=2[CH2:14][N:15]2[CH:20]=[CH:19][CH:18]=[C:17]([C:21]([OH:23])=[O:22])[C:16]2=[O:25])=[CH:6][CH:7]=1. (5) Given the reactants [CH:1]1([CH:4]([C:29]2[CH:30]=[N:31][C:32]([O:35][CH3:36])=[CH:33][CH:34]=2)[O:5][C:6]2[CH:26]=[CH:25][C:9]([CH2:10][NH:11][C:12]3[C:17]([NH2:18])=[CH:16][C:15]([C:19]4[CH:20]=[N:21][N:22]([CH3:24])[CH:23]=4)=[CH:14][N:13]=3)=[CH:8][C:7]=2[O:27][CH3:28])[CH2:3][CH2:2]1.C(N(CC)CC)C.[C:44]([N:49]=[C:50]=S)(=[O:48])[O:45][CH2:46][CH3:47].C1(S(Cl)(=O)=O)C=CC=CC=1, predict the reaction product. The product is: [CH:1]1([CH:4]([C:29]2[CH:30]=[N:31][C:32]([O:35][CH3:36])=[CH:33][CH:34]=2)[O:5][C:6]2[CH:26]=[CH:25][C:9]([CH2:10][N:11]3[C:12]4=[N:13][CH:14]=[C:15]([C:19]5[CH:20]=[N:21][N:22]([CH3:24])[CH:23]=5)[CH:16]=[C:17]4[N:18]=[C:50]3[NH:49][C:44](=[O:48])[O:45][CH2:46][CH3:47])=[CH:8][C:7]=2[O:27][CH3:28])[CH2:3][CH2:2]1. (6) Given the reactants Cl[C:2]1[N:11]=[C:10]([NH:12][CH:13]([C:22]2[CH:27]=[CH:26][CH:25]=[CH:24][CH:23]=2)[CH2:14][CH2:15][C:16]2[CH:21]=[CH:20][CH:19]=[CH:18][CH:17]=2)[C:9]2[C:4](=[CH:5][CH:6]=[CH:7][CH:8]=2)[N:3]=1.[N:28]1[CH:29]=[CH:30][N:31]2[CH:36]=[C:35](B(O)O)[CH:34]=[CH:33][C:32]=12.C(NC1C2C(=CC=CC=2)N=C(C2SC3C=CC=CC=3C=2)N=1)(C1C=CC=CC=1)C1C=CC=CC=1, predict the reaction product. The product is: [C:22]1([CH:13]([NH:12][C:10]2[C:9]3[C:4](=[CH:5][CH:6]=[CH:7][CH:8]=3)[N:3]=[C:2]([C:35]3[CH:34]=[CH:33][C:32]4[N:31]([CH:30]=[CH:29][N:28]=4)[CH:36]=3)[N:11]=2)[CH2:14][CH2:15][C:16]2[CH:21]=[CH:20][CH:19]=[CH:18][CH:17]=2)[CH:27]=[CH:26][CH:25]=[CH:24][CH:23]=1. (7) The product is: [CH3:35][O:36][C:37]1[CH:42]=[CH:41][CH:40]=[CH:39][C:38]=1[C:2]1[CH:7]=[CH:6][C:5]([S:8]([N:11]2[C:17]3[CH:18]=[CH:19][CH:20]=[CH:21][C:16]=3[CH2:15][N:14]3[C:22]([C:25]([NH:27][CH2:28][C:29]4[CH:30]=[N:31][CH:32]=[CH:33][CH:34]=4)=[O:26])=[CH:23][CH:24]=[C:13]3[CH2:12]2)(=[O:10])=[O:9])=[CH:4][CH:3]=1. Given the reactants Br[C:2]1[CH:7]=[CH:6][C:5]([S:8]([N:11]2[C:17]3[CH:18]=[CH:19][CH:20]=[CH:21][C:16]=3[CH2:15][N:14]3[C:22]([C:25]([NH:27][CH2:28][C:29]4[CH:30]=[N:31][CH:32]=[CH:33][CH:34]=4)=[O:26])=[CH:23][CH:24]=[C:13]3[CH2:12]2)(=[O:10])=[O:9])=[CH:4][CH:3]=1.[CH3:35][O:36][C:37]1[CH:42]=[CH:41][CH:40]=[CH:39][C:38]=1B(O)O.C(=O)([O-])[O-].[K+].[K+], predict the reaction product.